This data is from Full USPTO retrosynthesis dataset with 1.9M reactions from patents (1976-2016). The task is: Predict the reactants needed to synthesize the given product. Given the product [CH2:43]([O:14][C@:13]1([C:15]2[CH:20]=[CH:19][C:18]([F:21])=[C:17]([F:22])[CH:16]=2)[CH2:12][CH2:11][N:10]([C:23]([O:25][C:26]([CH3:27])([CH3:28])[CH3:29])=[O:24])[CH2:9][C@@H:8]1[C:6]([N:5]([CH2:4][C:3]1[CH:33]=[C:34]([CH2:37][CH2:38][O:39][CH3:40])[CH:35]=[CH:36][C:2]=1[Cl:1])[CH:30]1[CH2:31][CH2:32]1)=[O:7])[CH:42]=[CH2:41], predict the reactants needed to synthesize it. The reactants are: [Cl:1][C:2]1[CH:36]=[CH:35][C:34]([CH2:37][CH2:38][O:39][CH3:40])=[CH:33][C:3]=1[CH2:4][N:5]([CH:30]1[CH2:32][CH2:31]1)[C:6]([C@@H:8]1[C@:13]([C:15]2[CH:20]=[CH:19][C:18]([F:21])=[C:17]([F:22])[CH:16]=2)([OH:14])[CH2:12][CH2:11][N:10]([C:23]([O:25][C:26]([CH3:29])([CH3:28])[CH3:27])=[O:24])[CH2:9]1)=[O:7].[CH2:41](Br)[CH:42]=[CH2:43].[H-].[Na+].